Dataset: NCI-60 drug combinations with 297,098 pairs across 59 cell lines. Task: Regression. Given two drug SMILES strings and cell line genomic features, predict the synergy score measuring deviation from expected non-interaction effect. (1) Drug 1: CCC1(CC2CC(C3=C(CCN(C2)C1)C4=CC=CC=C4N3)(C5=C(C=C6C(=C5)C78CCN9C7C(C=CC9)(C(C(C8N6C)(C(=O)OC)O)OC(=O)C)CC)OC)C(=O)OC)O.OS(=O)(=O)O. Drug 2: COCCOC1=C(C=C2C(=C1)C(=NC=N2)NC3=CC=CC(=C3)C#C)OCCOC.Cl. Synergy scores: CSS=-3.83, Synergy_ZIP=3.88, Synergy_Bliss=3.80, Synergy_Loewe=-1.70, Synergy_HSA=-1.81. Cell line: LOX IMVI. (2) Drug 1: C1=CC(=CC=C1CCCC(=O)O)N(CCCl)CCCl. Drug 2: CC1=C(N=C(N=C1N)C(CC(=O)N)NCC(C(=O)N)N)C(=O)NC(C(C2=CN=CN2)OC3C(C(C(C(O3)CO)O)O)OC4C(C(C(C(O4)CO)O)OC(=O)N)O)C(=O)NC(C)C(C(C)C(=O)NC(C(C)O)C(=O)NCCC5=NC(=CS5)C6=NC(=CS6)C(=O)NCCC[S+](C)C)O. Cell line: K-562. Synergy scores: CSS=22.2, Synergy_ZIP=-1.87, Synergy_Bliss=8.87, Synergy_Loewe=4.07, Synergy_HSA=4.26. (3) Drug 1: CC1=C(C=C(C=C1)NC(=O)C2=CC=C(C=C2)CN3CCN(CC3)C)NC4=NC=CC(=N4)C5=CN=CC=C5. Drug 2: CCC1(C2=C(COC1=O)C(=O)N3CC4=CC5=C(C=CC(=C5CN(C)C)O)N=C4C3=C2)O.Cl. Cell line: U251. Synergy scores: CSS=32.5, Synergy_ZIP=-3.67, Synergy_Bliss=-6.59, Synergy_Loewe=-41.9, Synergy_HSA=-7.02.